This data is from Reaction yield outcomes from USPTO patents with 853,638 reactions. The task is: Predict the reaction yield, written as a fraction of the theoretical maximum amount of product (1.0 means a 100% yield; for example, 0.34 means a 34% yield). (1) The reactants are N[CH2:2][C:3]([C:6]1[NH:7][C:8]2[C:13]([CH:14]=1)=[CH:12][C:11]([NH:15][C:16]([C:18]1([C:21]3[CH:29]=[CH:28][C:24]4[O:25][CH2:26][O:27][C:23]=4[CH:22]=3)[CH2:20][CH2:19]1)=[O:17])=[CH:10][CH:9]=2)(C)[CH3:4].C(=O)([O-])[O-].[K+].[K+].IC.O.[CH3:39][N:40]([CH:42]=O)[CH3:41]. No catalyst specified. The product is [O:25]1[C:24]2[CH:28]=[CH:29][C:21]([C:18]3([C:16]([NH:15][C:11]4[CH:12]=[C:13]5[C:8](=[CH:9][CH:10]=4)[NH:7][C:6]([C:3]([CH3:4])([CH3:2])[CH2:42][N:40]([CH3:39])[CH3:41])=[CH:14]5)=[O:17])[CH2:20][CH2:19]3)=[CH:22][C:23]=2[O:27][CH2:26]1. The yield is 0.330. (2) The reactants are [S:1]1[CH:5]=[CH:4][C:3]([CH:6]=[O:7])=[CH:2]1.[CH2:8](O)[CH2:9][OH:10].O.C1(C)C=CC(S(O)(=O)=O)=CC=1. The catalyst is C1C=CC=CC=1. The product is [O:7]1[CH2:8][CH2:9][O:10][CH:6]1[C:3]1[CH:4]=[CH:5][S:1][CH:2]=1. The yield is 0.910. (3) The reactants are C([O:3][C:4]([C:6]1[CH:7]=[C:8]2[C:13](=[CH:14][CH:15]=1)[C:12]([Br:16])=[N:11][N:10]([CH:17]([CH3:19])[CH3:18])[C:9]2=[O:20])=O)C.[Li+].[BH4-].[NH4+].[Cl-]. The catalyst is C1COCC1. The product is [Br:16][C:12]1[C:13]2[C:8](=[CH:7][C:6]([CH2:4][OH:3])=[CH:15][CH:14]=2)[C:9](=[O:20])[N:10]([CH:17]([CH3:19])[CH3:18])[N:11]=1. The yield is 0.430.